Task: Predict the reactants needed to synthesize the given product.. Dataset: Full USPTO retrosynthesis dataset with 1.9M reactions from patents (1976-2016) Given the product [C:40]([O:44][C:45]([N:47]1[CH2:48][CH2:49][CH:50]([N:53]([CH3:54])[C:9](=[O:11])/[CH:8]=[CH:7]/[C:4]2[CH:3]=[CH:2][N:1]=[CH:6][CH:5]=2)[CH2:51][CH2:52]1)=[O:46])([CH3:43])([CH3:42])[CH3:41], predict the reactants needed to synthesize it. The reactants are: [N:1]1[CH:6]=[CH:5][C:4](/[CH:7]=[CH:8]/[C:9]([OH:11])=O)=[CH:3][CH:2]=1.CCN=C=NCCCN(C)C.C1C=CC2N(O)N=NC=2C=1.CCN(CC)CC.[C:40]([O:44][C:45]([N:47]1[CH2:52][CH2:51][CH:50]([NH:53][CH3:54])[CH2:49][CH2:48]1)=[O:46])([CH3:43])([CH3:42])[CH3:41].